This data is from Reaction yield outcomes from USPTO patents with 853,638 reactions. The task is: Predict the reaction yield, written as a fraction of the theoretical maximum amount of product (1.0 means a 100% yield; for example, 0.34 means a 34% yield). (1) The reactants are Cl.C(O)C.[Cl:5][C:6]1[CH:11]=[CH:10][C:9]([C@@H:12]2[O:18][CH2:17][CH2:16][N:15](C(OC(C)(C)C)=O)[CH2:14][C@H:13]2[CH2:26][N:27]2[CH:32]=[CH:31][CH:30]=[CH:29][C:28]2=[O:33])=[CH:8][C:7]=1[F:34]. The catalyst is C(O)C. The product is [ClH:5].[Cl:5][C:6]1[CH:11]=[CH:10][C:9]([C@@H:12]2[O:18][CH2:17][CH2:16][NH:15][CH2:14][C@H:13]2[CH2:26][N:27]2[CH:32]=[CH:31][CH:30]=[CH:29][C:28]2=[O:33])=[CH:8][C:7]=1[F:34]. The yield is 1.00. (2) The reactants are [OH-].[Na+].C([O:5][C:6]([C:8]1[C:12]([CH3:13])=[C:11]([Si:14]([CH3:17])([CH3:16])[CH3:15])[NH:10][N:9]=1)=[O:7])C.Cl. The catalyst is CCO. The product is [CH3:13][C:12]1[C:8]([C:6]([OH:7])=[O:5])=[N:9][NH:10][C:11]=1[Si:14]([CH3:15])([CH3:16])[CH3:17]. The yield is 0.860.